This data is from Forward reaction prediction with 1.9M reactions from USPTO patents (1976-2016). The task is: Predict the product of the given reaction. Given the reactants [N+:1]([C:4]1[CH:14]=[CH:13][C:7]2[CH2:8][CH2:9][NH:10][CH2:11][CH2:12][C:6]=2[CH:5]=1)([O-:3])=[O:2].CCN(C(C)C)C(C)C.Cl[C:25]([O:27][CH2:28][CH3:29])=[O:26], predict the reaction product. The product is: [CH2:28]([O:27][C:25]([N:10]1[CH2:11][CH2:12][C:6]2[CH:5]=[C:4]([N+:1]([O-:3])=[O:2])[CH:14]=[CH:13][C:7]=2[CH2:8][CH2:9]1)=[O:26])[CH3:29].